This data is from Catalyst prediction with 721,799 reactions and 888 catalyst types from USPTO. The task is: Predict which catalyst facilitates the given reaction. (1) Reactant: C(OC(=O)[NH:7][CH2:8][CH2:9][CH2:10][O:11][C:12]1[CH:17]=[CH:16][C:15]([C:18]2[CH:19]=[CH:20][C:21]3[N:22]([C:24](Br)=[C:25]([CH3:27])[N:26]=3)[N:23]=2)=[CH:14][C:13]=1[O:29][CH3:30])(C)(C)C.[CH3:32][S:33]([C:36]1[CH:41]=[CH:40][C:39](B(O)O)=[CH:38][CH:37]=1)(=[O:35])=[O:34].C([O-])([O-])=O.[K+].[K+]. Product: [CH3:32][S:33]([C:36]1[CH:41]=[CH:40][C:39]([C:24]2[N:22]3[N:23]=[C:18]([C:15]4[CH:16]=[CH:17][C:12]([O:11][CH2:10][CH2:9][CH2:8][NH2:7])=[C:13]([O:29][CH3:30])[CH:14]=4)[CH:19]=[CH:20][C:21]3=[N:26][C:25]=2[CH3:27])=[CH:38][CH:37]=1)(=[O:35])=[O:34]. The catalyst class is: 44. (2) Reactant: C(Cl)(=O)C1C=CC=C(C(Cl)=O)C=1.[CH3:13][O:14][C:15](=[O:26])[C:16]1[CH:25]=[CH:24][CH:23]=[C:18]([C:19]([O:21]C)=[O:20])[CH:17]=1.O[Li].O. The catalyst class is: 98. Product: [CH3:13][O:14][C:15](=[O:26])[C:16]1[CH:25]=[CH:24][CH:23]=[C:18]([C:19]([OH:21])=[O:20])[CH:17]=1.